This data is from Reaction yield outcomes from USPTO patents with 853,638 reactions. The task is: Predict the reaction yield, written as a fraction of the theoretical maximum amount of product (1.0 means a 100% yield; for example, 0.34 means a 34% yield). (1) The reactants are [Cl:1][C:2]1[CH:7]=[CH:6][C:5]([N:8]2[C:12]([CH:13]([CH3:15])[CH3:14])=[C:11]([N:16]3[CH2:20][CH2:19][CH:18]([N:21]4[CH:25]=[C:24]([C:26]([F:29])([F:28])[F:27])[N:23]=[C:22]4[CH3:30])[C:17]3=[O:31])[CH:10]=[N:9]2)=[CH:4][CH:3]=1.[H-].[Na+].CI.[NH4+].[Cl-].[C:38](O)(C(F)(F)F)=O. The catalyst is CN(C=O)C. The product is [Cl:1][C:2]1[CH:3]=[CH:4][C:5]([N:8]2[C:12]([CH:13]([CH3:14])[CH3:15])=[C:11]([N:16]3[CH2:20][CH2:19][C:18]([CH3:38])([N:21]4[CH:25]=[C:24]([C:26]([F:28])([F:27])[F:29])[N:23]=[C:22]4[CH3:30])[C:17]3=[O:31])[CH:10]=[N:9]2)=[CH:6][CH:7]=1. The yield is 0.270. (2) The reactants are [C:1]([C:5]1[CH:28]=[CH:27][C:8]([CH2:9][N:10]2[CH2:14][CH:13]([CH2:15][CH2:16][CH2:17][C:18]3[CH:23]=[CH:22][C:21]([OH:24])=[CH:20][CH:19]=3)[N:12]([CH3:25])[C:11]2=[O:26])=[CH:7][CH:6]=1)([CH3:4])([CH3:3])[CH3:2].CC(C)([O-])C.[K+].Br[C:36]1([C:42]([O:44]C)=[O:43])[CH2:41][CH2:40][CH2:39][CH2:38][CH2:37]1. The catalyst is CC(O)(C)C. The product is [C:1]([C:5]1[CH:28]=[CH:27][C:8]([CH2:9][N:10]2[CH2:14][CH:13]([CH2:15][CH2:16][CH2:17][C:18]3[CH:19]=[CH:20][C:21]([O:24][C:36]4([C:42]([OH:44])=[O:43])[CH2:41][CH2:40][CH2:39][CH2:38][CH2:37]4)=[CH:22][CH:23]=3)[N:12]([CH3:25])[C:11]2=[O:26])=[CH:7][CH:6]=1)([CH3:4])([CH3:2])[CH3:3]. The yield is 0.600. (3) The reactants are Cl.[N:2]1[C:11]2[C:6](=[CH:7][C:8](OB(O)O)=[CH:9][CH:10]=2)[N:5]=[CH:4][CH:3]=1.C(=O)([O-])[O-].[Na+].[Na+].Br[C:23]1[CH:24]=[N:25][N:26]([C:29]2[CH:34]=[CH:33][CH:32]=[CH:31][CH:30]=2)[C:27]=1[NH2:28].O. The catalyst is CN(C=O)C.C1C=CC([P]([Pd]([P](C2C=CC=CC=2)(C2C=CC=CC=2)C2C=CC=CC=2)([P](C2C=CC=CC=2)(C2C=CC=CC=2)C2C=CC=CC=2)[P](C2C=CC=CC=2)(C2C=CC=CC=2)C2C=CC=CC=2)(C2C=CC=CC=2)C2C=CC=CC=2)=CC=1. The product is [N:2]1[C:11]2[C:6](=[CH:7][C:8]([C:23]3[CH:24]=[N:25][N:26]([C:29]4[CH:34]=[CH:33][CH:32]=[CH:31][CH:30]=4)[C:27]=3[NH2:28])=[CH:9][CH:10]=2)[N:5]=[CH:4][CH:3]=1. The yield is 0.290. (4) The reactants are [Mg].Br[C:3]1[CH:8]=[CH:7][C:6]([F:9])=[CH:5][CH:4]=1.[CH3:10][C:11]1[CH:18]=[C:17]([CH3:19])[CH:16]=[CH:15][C:12]=1[CH:13]=[O:14].[Cl-].[NH4+]. The catalyst is C1COCC1.II. The product is [CH3:10][C:11]1[CH:18]=[C:17]([CH3:19])[CH:16]=[CH:15][C:12]=1[CH:13]([C:3]1[CH:8]=[CH:7][C:6]([F:9])=[CH:5][CH:4]=1)[OH:14]. The yield is 1.00. (5) The reactants are [Cl:1][C:2]1[C:10]2[NH:9][C:8](=O)[N:7]([CH3:12])[C:6]=2[C:5]([C:13](=[O:16])[CH2:14][CH3:15])=[CH:4][CH:3]=1.P(Cl)(Cl)([Cl:19])=O. No catalyst specified. The product is [Cl:19][C:8]1[N:7]([CH3:12])[C:6]2[C:5]([C:13](=[O:16])[CH2:14][CH3:15])=[CH:4][CH:3]=[C:2]([Cl:1])[C:10]=2[N:9]=1. The yield is 0.990. (6) The reactants are N[C:2]1[CH:11]=[CH:10][C:9]2[C:4](=[CH:5][CH:6]=[CH:7][CH:8]=2)[C:3]=1[OH:12].C([N:15](CC)CC)C.[C:20](O[C:20]([O:22][C:23]([CH3:26])([CH3:25])[CH3:24])=[O:21])([O:22][C:23]([CH3:26])([CH3:25])[CH3:24])=[O:21]. The catalyst is O1CCCC1. The product is [C:23]([O:22][C:20](=[O:21])[NH:15][C:10]1[C:9]2[C:4](=[CH:5][CH:6]=[CH:7][CH:8]=2)[C:3]([OH:12])=[CH:2][CH:11]=1)([CH3:26])([CH3:25])[CH3:24]. The yield is 0.475.